From a dataset of NCI-60 drug combinations with 297,098 pairs across 59 cell lines. Regression. Given two drug SMILES strings and cell line genomic features, predict the synergy score measuring deviation from expected non-interaction effect. Drug 1: CC1=CC=C(C=C1)C2=CC(=NN2C3=CC=C(C=C3)S(=O)(=O)N)C(F)(F)F. Drug 2: CC1=C(C(=O)C2=C(C1=O)N3CC4C(C3(C2COC(=O)N)OC)N4)N. Cell line: NCI-H226. Synergy scores: CSS=19.4, Synergy_ZIP=-6.11, Synergy_Bliss=-1.47, Synergy_Loewe=-35.7, Synergy_HSA=-1.66.